Dataset: Reaction yield outcomes from USPTO patents with 853,638 reactions. Task: Predict the reaction yield, written as a fraction of the theoretical maximum amount of product (1.0 means a 100% yield; for example, 0.34 means a 34% yield). The reactants are [Cl:1][C:2]1[C:3]([CH3:11])=[CH:4][C:5]([N:8]=[C:9]=S)=[N:6][CH:7]=1.C(N(CC)CC)C.Cl.Cl.[NH2:21][CH2:22][C@@:23]1([OH:31])[CH:28]2[CH2:29][CH2:30][N:25]([CH2:26][CH2:27]2)[CH2:24]1.C(N=C=NC(C)C)(C)C. The catalyst is CN(C)C=O. The product is [Cl:1][C:2]1[C:3]([CH3:11])=[CH:4][C:5]([NH:8][C:9]2[O:31][C@:23]3([CH2:22][N:21]=2)[CH:28]2[CH2:29][CH2:30][N:25]([CH2:26][CH2:27]2)[CH2:24]3)=[N:6][CH:7]=1. The yield is 0.303.